This data is from hERG potassium channel inhibition data for cardiac toxicity prediction from Karim et al.. The task is: Regression/Classification. Given a drug SMILES string, predict its toxicity properties. Task type varies by dataset: regression for continuous values (e.g., LD50, hERG inhibition percentage) or binary classification for toxic/non-toxic outcomes (e.g., AMES mutagenicity, cardiotoxicity, hepatotoxicity). Dataset: herg_karim. (1) The compound is CNC(=O)c1cc(Oc2ccc(NC(=O)Nc3cc(C(C)(C)C)nn3-c3ccc4ncccc4c3)c(F)c2)ccn1. The result is 0 (non-blocker). (2) The compound is Cl.c1cncc(OC[C@H]2CNCCN2c2nc3ncccc3o2)c1. The result is 0 (non-blocker). (3) The compound is O=C(Nc1ccc(C[C@@H]2CC[C@H]([C@H](O)c3cccnc3)N2)cc1)[C@@H]1CCc2scnc21. The result is 1 (blocker). (4) The compound is Cc1cc(Cl)ccc1OC1CCN(C[C@H](O)CNC(=O)c2cn[nH]c2C(F)(F)F)CC1. The result is 1 (blocker). (5) The compound is O=S(=O)(NCCO)c1ccc(-c2ccnc3[nH]c(C4CC4)cc23)cc1. The result is 0 (non-blocker). (6) The molecule is CC1(C)[C@H](Nc2c(C(N)=O)cnn3cc(-c4ccc(C#N)cc4)cc23)CC[C@]1(C)N. The result is 0 (non-blocker). (7) The drug is NC1=NC2(c3cc(-c4cncnc4)ccc3OCC23CC3)C(F)(F)CO1. The result is 0 (non-blocker). (8) The drug is COc1cc2nnc(C(N)=O)c(Nc3ccc(C)cc3F)c2cc1N1CCN(S(C)(=O)=O)CC1. The result is 0 (non-blocker). (9) The molecule is COc1cc(C=Cc2nc3ccccc3c(=O)n2C)ccc1-n1cnc(C)c1. The result is 1 (blocker).